This data is from Full USPTO retrosynthesis dataset with 1.9M reactions from patents (1976-2016). The task is: Predict the reactants needed to synthesize the given product. (1) Given the product [CH3:49][C:50]1([CH3:67])[CH:59]=[C:58]([C:60]2[S:64][C:63]([CH3:65])=[CH:62][CH:61]=2)[C:57]2[C:52](=[CH:53][CH:54]=[C:55]([CH:25]=[O:26])[CH:56]=2)[S:51]1, predict the reactants needed to synthesize it. The reactants are: CC1SC(C2C3C(=CC4C(C=3)=C(C3C=CC([C:25](O)=[O:26])=CC=3)C=CC=4)C(C)(C)CC=2)=CC=1.CC1SC(C2C=CC3C(=CC=C(Br)C=3)S2)=CC=1.[CH3:49][C:50]1([CH3:67])[CH:59]=[C:58]([C:60]2[S:64][C:63]([CH3:65])=[CH:62][CH:61]=2)[C:57]2[C:52](=[CH:53][CH:54]=[C:55](Br)[CH:56]=2)[S:51]1.[Li]CCCC.CN(C=O)C. (2) Given the product [NH2:10][CH2:11][CH2:12][CH2:13][CH2:14][C:15]1[CH:20]=[CH:19][C:18]([O:21][CH2:22][C:23]([NH:24][CH2:25][C:26](=[O:28])[NH2:27])=[O:29])=[CH:17][CH:16]=1, predict the reactants needed to synthesize it. The reactants are: C(OC(=O)[NH:10][CH2:11][CH2:12][CH2:13][CH2:14][C:15]1[CH:20]=[CH:19][C:18]([O:21][CH2:22][C:23](=[O:29])[NH:24][CH2:25][C:26](=[O:28])[NH2:27])=[CH:17][CH:16]=1)C1C=CC=CC=1.